This data is from Forward reaction prediction with 1.9M reactions from USPTO patents (1976-2016). The task is: Predict the product of the given reaction. (1) Given the reactants CCN(C(C)C)C(C)C.[O:10]=[C:11]1[C:20]([C:21]([OH:23])=O)=[CH:19][C:18]2[C:13](=[CH:14][CH:15]=[CH:16][CH:17]=2)[NH:12]1.CN(C(ON1N=NC2C=CC=NC1=2)=[N+](C)C)C.F[P-](F)(F)(F)(F)F.[N:48]1[C:49]([C:57]2[CH:58]=[C:59]([NH2:63])[CH:60]=[CH:61][CH:62]=2)=[CH:50][N:51]2[CH:56]=[CH:55][CH:54]=[CH:53][C:52]=12, predict the reaction product. The product is: [N:48]1[C:49]([C:57]2[CH:58]=[C:59]([NH:63][C:21]([C:20]3[C:11](=[O:10])[NH:12][C:13]4[C:18]([CH:19]=3)=[CH:17][CH:16]=[CH:15][CH:14]=4)=[O:23])[CH:60]=[CH:61][CH:62]=2)=[CH:50][N:51]2[CH:56]=[CH:55][CH:54]=[CH:53][C:52]=12. (2) The product is: [F:9][C:10]1[C:11]([C:17]#[N:18])=[N:12][CH:13]=[C:14]([O:6][CH2:5][C:4]([F:8])([F:7])[F:3])[CH:15]=1. Given the reactants [H-].[Na+].[F:3][C:4]([F:8])([F:7])[CH2:5][OH:6].[F:9][C:10]1[C:11]([C:17]#[N:18])=[N:12][CH:13]=[C:14](F)[CH:15]=1.O, predict the reaction product. (3) The product is: [N:20]1[CH:40]=[CH:41][CH:44]=[CH:43][C:42]=1[CH:46]1[CH2:34][CH2:32][C:15]2[C:14](=[CH:19][CH:18]=[CH:17][CH:16]=2)[O:45]1. Given the reactants [C:14]1(P([C:14]2[CH:19]=[CH:18][CH:17]=[CH:16][CH:15]=2)[C:14]2[CH:19]=[CH:18][CH:17]=[CH:16][CH:15]=2)[CH:19]=[CH:18][CH:17]=[CH:16][CH:15]=1.[N:20](C(OCC)=O)=NC(OCC)=O.[CH:32](O)([CH3:34])C.[CH3:32][CH2:34][CH2:40][CH2:41][CH2:40][CH3:41].[CH2:42]1[CH2:46][O:45][CH2:44][CH2:43]1, predict the reaction product. (4) Given the reactants [Cl:1][C:2]1[CH:30]=[CH:29][CH:28]=[C:27]([N+:31]([O-])=O)[C:3]=1[C:4]([NH:6][C:7]1[CH:12]=[C:11]([S:13]([N:16]2[C:25]3[C:20](=[CH:21][CH:22]=[CH:23][CH:24]=3)[CH2:19][CH2:18][CH2:17]2)(=[O:15])=[O:14])[CH:10]=[CH:9][C:8]=1[Cl:26])=[O:5].CO.C1COCC1.[BH4-].[Na+], predict the reaction product. The product is: [NH2:31][C:27]1[CH:28]=[CH:29][CH:30]=[C:2]([Cl:1])[C:3]=1[C:4]([NH:6][C:7]1[CH:12]=[C:11]([S:13]([N:16]2[C:25]3[C:20](=[CH:21][CH:22]=[CH:23][CH:24]=3)[CH2:19][CH2:18][CH2:17]2)(=[O:15])=[O:14])[CH:10]=[CH:9][C:8]=1[Cl:26])=[O:5]. (5) Given the reactants C([N:20]1[C:24]([C:25]2([C:31]#[N:32])[CH2:30][CH2:29][CH2:28][CH2:27][CH2:26]2)=[CH:23][N:22]=[CH:21]1)(C1C=CC=CC=1)(C1C=CC=CC=1)C1C=CC=CC=1, predict the reaction product. The product is: [N:22]1[CH:23]=[C:24]([C:25]2([C:31]#[N:32])[CH2:30][CH2:29][CH2:28][CH2:27][CH2:26]2)[NH:20][CH:21]=1. (6) Given the reactants [CH3:1][C:2]1([CH3:10])[C:4]([CH3:6])([CH3:5])[CH:3]1[C:7]([OH:9])=O.CN(C)C=O.C(Cl)(=O)C(Cl)=O.Cl.[NH2:23][C:24]1[N:25]=[C:26]2[CH:31]=[CH:30][C:29]([O:32][C:33]3[CH:34]=[CH:35][C:36]([F:49])=[C:37]([NH:39][C:40]([C:42]4[N:46]([CH3:47])[N:45]=[C:44]([CH3:48])[CH:43]=4)=[O:41])[CH:38]=3)=[N:28][N:27]2[CH:50]=1.C(=O)([O-])O.[Na+], predict the reaction product. The product is: [F:49][C:36]1[CH:35]=[CH:34][C:33]([O:32][C:29]2[CH:30]=[CH:31][C:26]3[N:27]([CH:50]=[C:24]([NH:23][C:7]([CH:3]4[C:4]([CH3:5])([CH3:6])[C:2]4([CH3:1])[CH3:10])=[O:9])[N:25]=3)[N:28]=2)=[CH:38][C:37]=1[NH:39][C:40]([C:42]1[N:46]([CH3:47])[N:45]=[C:44]([CH3:48])[CH:43]=1)=[O:41]. (7) Given the reactants [Cl:1][C:2]1[CH:7]=[CH:6][CH:5]=[CH:4][C:3]=1[N:8]1[C:12]([C:13]2[N:14]=[C:15]3[C:21]4[CH:22]=[CH:23][C:24]([C:26]([OH:28])=O)=[CH:25][C:20]=4[O:19][CH2:18][CH2:17][N:16]3[CH:29]=2)=[N:11][CH:10]=[N:9]1.[NH2:30][C:31]([CH3:35])([CH3:34])[CH2:32][OH:33], predict the reaction product. The product is: [Cl:1][C:2]1[CH:7]=[CH:6][CH:5]=[CH:4][C:3]=1[N:8]1[C:12]([C:13]2[N:14]=[C:15]3[C:21]4[CH:22]=[CH:23][C:24]([C:26]([NH:30][C:31]([CH3:35])([CH3:34])[CH2:32][OH:33])=[O:28])=[CH:25][C:20]=4[O:19][CH2:18][CH2:17][N:16]3[CH:29]=2)=[N:11][CH:10]=[N:9]1. (8) Given the reactants [N+:1]([C:4]1[C:5]([NH2:27])=[N:6][C:7]([N:11]2[C:19]3[C:14](=[CH:15][CH:16]=[CH:17][CH:18]=3)[C:13]([S:20][C:21]3[CH:26]=[CH:25][CH:24]=[CH:23][N:22]=3)=[N:12]2)=[N:8][C:9]=1[NH2:10])([O-])=O, predict the reaction product. The product is: [N:22]1[CH:23]=[CH:24][CH:25]=[CH:26][C:21]=1[S:20][C:13]1[C:14]2[C:19](=[CH:18][CH:17]=[CH:16][CH:15]=2)[N:11]([C:7]2[N:8]=[C:9]([NH2:10])[C:4]([NH2:1])=[C:5]([NH2:27])[N:6]=2)[N:12]=1. (9) Given the reactants C(OC([NH:8][C:9]1[S:13][C:12]([C:14]([N:16]([CH3:28])[CH2:17][CH2:18][N:19]([CH3:27])[C:20](=[O:26])[O:21][C:22]([CH3:25])([CH3:24])[CH3:23])=[O:15])=[C:11]([CH3:29])[CH:10]=1)=O)(C)(C)C.FC(F)(F)C(O)=O.C(N(CC)CC)C.C(OC(OC(C)(C)C)=O)(OC(C)(C)C)=O, predict the reaction product. The product is: [NH2:8][C:9]1[S:13][C:12]([C:14]([N:16]([CH3:28])[CH2:17][CH2:18][N:19]([CH3:27])[C:20](=[O:26])[O:21][C:22]([CH3:23])([CH3:24])[CH3:25])=[O:15])=[C:11]([CH3:29])[CH:10]=1.